From a dataset of Full USPTO retrosynthesis dataset with 1.9M reactions from patents (1976-2016). Predict the reactants needed to synthesize the given product. (1) Given the product [Cl:1][C:2]1[CH:7]=[CH:6][C:5]([NH2:8])=[CH:4][C:3]=1[C:11]1[NH:12][C:13]([C:16]2[CH:21]=[CH:20][CH:19]=[CH:18][CH:17]=2)=[CH:14][N:15]=1, predict the reactants needed to synthesize it. The reactants are: [Cl:1][C:2]1[CH:7]=[CH:6][C:5]([N+:8]([O-])=O)=[CH:4][C:3]=1[C:11]1[NH:12][C:13]([C:16]2[CH:21]=[CH:20][CH:19]=[CH:18][CH:17]=2)=[CH:14][N:15]=1.O.O.[Sn](Cl)Cl.C(OCC)(=O)C.[OH-].[Na+]. (2) Given the product [Cl:1][C:2]1[C:7]2[C:8](=[O:9])[N:10]([C:11]3[CH:16]=[CH:15][C:14]([I:17])=[CH:13][CH:12]=3)[CH2:18][CH2:19][O:20][C:6]=2[N:5]=[CH:4][N:3]=1, predict the reactants needed to synthesize it. The reactants are: [Cl:1][C:2]1[C:7]([C:8]([N:10]([CH2:18][CH2:19][OH:20])[C:11]2[CH:16]=[CH:15][C:14]([I:17])=[CH:13][CH:12]=2)=[O:9])=[C:6](Cl)[N:5]=[CH:4][N:3]=1.C(=O)([O-])[O-].[K+].[K+].